From a dataset of Full USPTO retrosynthesis dataset with 1.9M reactions from patents (1976-2016). Predict the reactants needed to synthesize the given product. (1) Given the product [Cl:1][C:2]1[CH:3]=[CH:4][C:5]([C:36]#[N:37])=[C:6]([C:8]2[C:13]([O:14][CH3:15])=[CH:12][N:11]([CH:16]([CH2:31][CH:32]([F:34])[CH3:33])[C:17]([NH:19][C:20]3[CH:30]=[CH:29][C:23]([C:24]([OH:26])=[O:25])=[CH:22][CH:21]=3)=[O:18])[C:10](=[O:35])[CH:9]=2)[CH:7]=1, predict the reactants needed to synthesize it. The reactants are: [Cl:1][C:2]1[CH:3]=[CH:4][C:5]([C:36]#[N:37])=[C:6]([C:8]2[C:13]([O:14][CH3:15])=[CH:12][N:11]([CH:16]([CH2:31][CH:32]([F:34])[CH3:33])[C:17]([NH:19][C:20]3[CH:30]=[CH:29][C:23]([C:24]([O:26]CC)=[O:25])=[CH:22][CH:21]=3)=[O:18])[C:10](=[O:35])[CH:9]=2)[CH:7]=1.[OH-].[Li+]. (2) Given the product [Br:1][C:2]1[CH:7]=[CH:6][C:5]([CH:8]([N:10]([CH2:11][C:12]2[CH:13]=[N:14][CH:15]=[CH:16][CH:17]=2)[S:21]([CH2:20][C:19]([F:26])([F:25])[F:18])(=[O:23])=[O:22])[CH3:9])=[CH:4][CH:3]=1, predict the reactants needed to synthesize it. The reactants are: [Br:1][C:2]1[CH:7]=[CH:6][C:5]([CH:8]([NH:10][CH2:11][C:12]2[CH:13]=[N:14][CH:15]=[CH:16][CH:17]=2)[CH3:9])=[CH:4][CH:3]=1.[F:18][C:19]([F:26])([F:25])[CH2:20][S:21](Cl)(=[O:23])=[O:22]. (3) The reactants are: [CH2:1]([C:3]1[N:17]([C@@H:18]2[C:26]3[C:21](=[CH:22][C:23]([C:27]4[CH:32]=[CH:31][CH:30]=[CH:29][C:28]=4[C:33]4[N:37](C(C5C=CC=CC=5)(C5C=CC=CC=5)C5C=CC=CC=5)[N:36]=[N:35][N:34]=4)=[CH:24][CH:25]=3)[CH2:20][CH2:19]2)[C:6]2=[N:7][C:8]([CH2:12][O:13][CH:14]([CH3:16])[CH3:15])=[CH:9][C:10]([CH3:11])=[C:5]2[N:4]=1)[CH3:2]. Given the product [NH:37]1[C:33]([C:28]2[CH:29]=[CH:30][CH:31]=[CH:32][C:27]=2[C:23]2[CH:22]=[C:21]3[C:26](=[CH:25][CH:24]=2)[C@@H:18]([N:17]2[C:6]4=[N:7][C:8]([CH2:12][O:13][CH:14]([CH3:15])[CH3:16])=[CH:9][C:10]([CH3:11])=[C:5]4[N:4]=[C:3]2[CH2:1][CH3:2])[CH2:19][CH2:20]3)=[N:34][N:35]=[N:36]1, predict the reactants needed to synthesize it. (4) Given the product [Cl:22][C:21]1[CH:20]=[C:19]([C:23]([F:26])([F:25])[F:24])[CH:18]=[C:3]2[C:2]=1[NH:1][C:35](=[O:38])[N:6]([CH2:7][C:8]1[CH:13]=[C:12]([Cl:14])[CH:11]=[CH:10][C:9]=1[S:15][CH2:16][CH3:17])[C:4]2=[O:5], predict the reactants needed to synthesize it. The reactants are: [NH2:1][C:2]1[C:21]([Cl:22])=[CH:20][C:19]([C:23]([F:26])([F:25])[F:24])=[CH:18][C:3]=1[C:4]([NH:6][CH2:7][C:8]1[CH:13]=[C:12]([Cl:14])[CH:11]=[CH:10][C:9]=1[S:15][CH2:16][CH3:17])=[O:5].ClC1C(C2OCCO2)=C(OC(F)(F)F)C=C2C=1N[C:35](=[O:38])N(CC1C=C(Cl)C=CC=1S(CC)(=O)=O)C2=O. (5) Given the product [F:11][C:10]1[C:9]([C:12]2[CH:17]=[CH:16][CH:15]=[CH:14][CH:13]=2)=[C:8]([CH3:18])[C:7]([C:19]#[N:20])=[C:5]2[C:4]=1[O:3][C:2]([N:33]1[CH2:30][CH:31]([OH:34])[CH2:32]1)=[N:6]2, predict the reactants needed to synthesize it. The reactants are: Cl[C:2]1[O:3][C:4]2[C:5](=[C:7]([C:19]#[N:20])[C:8]([CH3:18])=[C:9]([C:12]3[CH:17]=[CH:16][CH:15]=[CH:14][CH:13]=3)[C:10]=2[F:11])[N:6]=1.C(N(C(C)C)CC)(C)C.[CH2:30]1[NH:33][CH2:32][CH:31]1[OH:34].Cl. (6) Given the product [CH3:1][O:2][C:3]1[C:4]([O:12][CH2:13][CH2:14][CH3:15])=[C:5]([CH:6]=[CH:7][CH:8]=1)[CH2:9][N:10]([CH3:11])[C:29](=[O:31])/[CH:28]=[CH:27]/[C:24]1[CH:25]=[N:26][C:19]2[NH:18][C:17](=[O:16])[CH2:22][O:21][C:20]=2[CH:23]=1, predict the reactants needed to synthesize it. The reactants are: [CH3:1][O:2][C:3]1[C:4]([O:12][CH2:13][CH2:14][CH3:15])=[C:5]([CH2:9][NH:10][CH3:11])[CH:6]=[CH:7][CH:8]=1.[O:16]=[C:17]1[CH2:22][O:21][C:20]2[CH:23]=[C:24](/[CH:27]=[CH:28]/[C:29]([OH:31])=O)[CH:25]=[N:26][C:19]=2[NH:18]1.ON1C2C=CC=CC=2N=N1.C(N(C(C)C)CC)(C)C.CN(C)CCCN=C=NCC.